The task is: Regression. Given a peptide amino acid sequence and an MHC pseudo amino acid sequence, predict their binding affinity value. This is MHC class I binding data.. This data is from Peptide-MHC class I binding affinity with 185,985 pairs from IEDB/IMGT. The peptide sequence is VQLQEYDTY. The MHC is HLA-B15:02 with pseudo-sequence HLA-B15:02. The binding affinity (normalized) is 0.0847.